From a dataset of Catalyst prediction with 721,799 reactions and 888 catalyst types from USPTO. Predict which catalyst facilitates the given reaction. (1) Product: [C:1](=[O:12])([O:2][C@@H:3]1[CH2:7][O:6][C@@H:5]2[C@H:8]([OH:11])[CH2:9][O:10][C@H:4]12)[O:32][CH2:31][CH2:30][C:29]([CH3:34])([CH3:33])[CH2:28][CH:27]([O:35][N+:36]([O-:38])=[O:37])[CH2:26][O:25][N+:23]([O-:39])=[O:24]. The catalyst class is: 172. Reactant: [C:1](=O)([O:12]C1C=CC([N+]([O-])=O)=CC=1)[O:2][C@@H:3]1[CH2:7][O:6][C@@H:5]2[C@H:8]([OH:11])[CH2:9][O:10][C@H:4]12.[N+:23]([O-:39])([O:25][CH2:26][CH:27]([O:35][N+:36]([O-:38])=[O:37])[CH2:28][C:29]([CH3:34])([CH3:33])[CH2:30][CH2:31][OH:32])=[O:24]. (2) Product: [CH2:1]([N:8]1[CH2:14][C:13]2[N:15]=[CH:16][C:17]([N:23]3[CH2:24][CH2:25][O:26][CH2:27][C@H:22]3[CH3:21])=[N:18][C:12]=2[O:11][C@@H:10]([CH3:20])[CH2:9]1)[C:2]1[CH:7]=[CH:6][CH:5]=[CH:4][CH:3]=1. The catalyst class is: 491. Reactant: [CH2:1]([N:8]1[CH2:14][C:13]2[N:15]=[CH:16][C:17](Cl)=[N:18][C:12]=2[O:11][C@@H:10]([CH3:20])[CH2:9]1)[C:2]1[CH:7]=[CH:6][CH:5]=[CH:4][CH:3]=1.[CH3:21][C@@H:22]1[CH2:27][O:26][CH2:25][CH2:24][NH:23]1.CC(C1C=C(C(C)C)C(C2C=CC=CC=2P(C2CCCCC2)C2CCCCC2)=C(C(C)C)C=1)C.CC(C)([O-])C.[Na+]. (3) Reactant: C([O:3][C:4]([C:6]1[C:11]2[NH:12][C:13]3[C:18]([C:10]=2[CH:9]=[CH:8][N:7]=1)=[CH:17][CH:16]=[CH:15][CH:14]=3)=O)C.CC(C[AlH]CC(C)C)C. Product: [C:6]1([CH:4]=[O:3])[C:11]2[NH:12][C:13]3[C:18](=[CH:17][CH:16]=[CH:15][CH:14]=3)[C:10]=2[CH:9]=[CH:8][N:7]=1. The catalyst class is: 2. (4) Reactant: [OH:1][C:2]1[CH:3]=[C:4]([O:8][C:9](=[O:11])[CH3:10])[CH:5]=[CH:6][CH:7]=1.[CH:12]1(O)[CH2:15][CH2:14][CH2:13]1.C1(P(C2C=CC=CC=2)C2C=CC=CC=2)C=CC=CC=1.N(C(OC(C)C)=O)=NC(OC(C)C)=O. Product: [CH:12]1([O:1][C:2]2[CH:3]=[C:4]([O:8][C:9](=[O:11])[CH3:10])[CH:5]=[CH:6][CH:7]=2)[CH2:15][CH2:14][CH2:13]1. The catalyst class is: 7. (5) Reactant: C(#N)C.[CH3:4][CH:5]([C:7]1[N:11]([CH2:12][CH2:13][C@@H:14]([OH:22])[CH2:15][C@@H:16]([OH:21])[CH2:17][C:18]([O-:20])=[O:19])[C:10]([C:23]2[CH:24]=[CH:25][C:26]([F:29])=[CH:27][CH:28]=2)=[C:9]([C:30]2[CH:31]=[CH:32][CH:33]=[CH:34][CH:35]=2)[C:8]=1[C:36]([NH:38][C:39]1[CH:40]=[CH:41][CH:42]=[CH:43][CH:44]=1)=[O:37])[CH3:6].[CH3:6][CH:5]([C:7]1[N:11]([CH2:12][CH2:13][C@@H:14]([OH:22])[CH2:15][C@@H:16]([OH:21])[CH2:17][C:18]([O-:20])=[O:19])[C:10]([C:23]2[CH:28]=[CH:27][C:26]([F:29])=[CH:25][CH:24]=2)=[C:9]([C:30]2[CH:35]=[CH:34][CH:33]=[CH:32][CH:31]=2)[C:8]=1[C:36]([NH:38][C:39]1[CH:44]=[CH:43][CH:42]=[CH:41][CH:40]=1)=[O:37])[CH3:4].[Ca+2]. Product: [CH3:6][CH:5]([C:7]1[N:11]([CH2:12][CH2:13][C@@H:14]([OH:22])[CH2:15][C@@H:16]([OH:21])[CH2:17][C:18]([OH:20])=[O:19])[C:10]([C:23]2[CH:28]=[CH:27][C:26]([F:29])=[CH:25][CH:24]=2)=[C:9]([C:30]2[CH:35]=[CH:34][CH:33]=[CH:32][CH:31]=2)[C:8]=1[C:36]([NH:38][C:39]1[CH:44]=[CH:43][CH:42]=[CH:41][CH:40]=1)=[O:37])[CH3:4]. The catalyst class is: 6. (6) Reactant: [Cl:1][C:2]1[CH:26]=[C:25]([Cl:27])[CH:24]=[CH:23][C:3]=1[CH2:4][NH:5][C@H:6]1[CH2:10][CH2:9][N:8]([C:11]2[CH:16]=[CH:15][C:14]([C:17]#[C:18][Si](C)(C)C)=[CH:13][N:12]=2)[CH2:7]1.[F-].C([N+](CCCC)(CCCC)CCCC)CCC.O. Product: [Cl:1][C:2]1[CH:26]=[C:25]([Cl:27])[CH:24]=[CH:23][C:3]=1[CH2:4][NH:5][C@H:6]1[CH2:10][CH2:9][N:8]([C:11]2[CH:16]=[CH:15][C:14]([C:17]#[CH:18])=[CH:13][N:12]=2)[CH2:7]1. The catalyst class is: 1. (7) Reactant: Cl[C:2]1[N:10]=[CH:9][N:8]=[C:7]2[C:3]=1[N:4]=[CH:5][N:6]2[C:11]1[CH:16]=[CH:15][CH:14]=[CH:13][C:12]=1[Cl:17].[F:18][C:19]([F:28])([F:27])[C:20]1[CH:26]=[CH:25][C:23]([NH2:24])=[CH:22][CH:21]=1. Product: [Cl:17][C:12]1[CH:13]=[CH:14][CH:15]=[CH:16][C:11]=1[N:6]1[CH:5]=[N:4][C:3]2[C:7]1=[N:8][CH:9]=[N:10][C:2]=2[NH:24][C:23]1[CH:25]=[CH:26][C:20]([C:19]([F:18])([F:27])[F:28])=[CH:21][CH:22]=1. The catalyst class is: 10.